From a dataset of Forward reaction prediction with 1.9M reactions from USPTO patents (1976-2016). Predict the product of the given reaction. Given the reactants F[C:2](F)([C:9](O)=O)[C:3](F)(F)[C:4](O)=O.F[C:14](F)(F)[C:15]1[CH:20]=[C:19](N=C=O)[CH:18]=[CH:17][C:16]=1[N:24]=C=O.C[N:30]1[C:34](=O)[CH2:33][CH2:32][CH2:31]1, predict the reaction product. The product is: [C:16]1([C:15]2[CH2:14][CH2:19][CH2:20][CH2:15][CH2:16][CH2:17][CH2:17][CH2:18][CH2:19][CH:20]=2)[CH2:9][CH2:2][CH2:3][CH2:4][CH2:34][CH2:33][CH2:32][CH2:31][NH:30][N:24]=1.